Dataset: Forward reaction prediction with 1.9M reactions from USPTO patents (1976-2016). Task: Predict the product of the given reaction. (1) The product is: [CH:1]1([N:5]2[CH2:6][CH2:7][CH:8]([NH:11][CH3:12])[CH2:9][CH2:10]2)[CH2:4][CH2:3][CH2:2]1. Given the reactants [CH:1]1([N:5]2[CH2:10][CH2:9][CH:8]([NH:11][C:12](=O)OC(C)(C)C)[CH2:7][CH2:6]2)[CH2:4][CH2:3][CH2:2]1.[H-].[H-].[H-].[H-].[Li+].[Al+3].O.[OH-].[Na+], predict the reaction product. (2) Given the reactants [CH3:1][C:2]1[N:7]=[CH:6][C:5]([CH:8]=[O:9])=[CH:4][N:3]=1.[BH4-].[Na+], predict the reaction product. The product is: [CH3:1][C:2]1[N:7]=[CH:6][C:5]([CH2:8][OH:9])=[CH:4][N:3]=1. (3) Given the reactants [F:1][C:2]1[C:7]([O:8][CH3:9])=[CH:6][C:5]([O:10][CH3:11])=[C:4]([F:12])[C:3]=1[N:13]1[CH2:18][C:17]2[CH:19]=[N:20][C:21]3[NH:25][C:24]([C:26]([OH:28])=O)=[CH:23][C:22]=3[C:16]=2[N:15]([CH3:29])[C:14]1=[O:30].C(N(CC)CC)C.F[P-](F)(F)(F)(F)F.N1(O[P+](N(C)C)(N(C)C)N(C)C)C2C=CC=CC=2N=N1.[CH3:65][N:66]1[CH2:71][CH2:70][NH:69][CH2:68][CH2:67]1, predict the reaction product. The product is: [F:1][C:2]1[C:7]([O:8][CH3:9])=[CH:6][C:5]([O:10][CH3:11])=[C:4]([F:12])[C:3]=1[N:13]1[CH2:18][C:17]2[CH:19]=[N:20][C:21]3[NH:25][C:24]([C:26]([N:69]4[CH2:70][CH2:71][N:66]([CH3:65])[CH2:67][CH2:68]4)=[O:28])=[CH:23][C:22]=3[C:16]=2[N:15]([CH3:29])[C:14]1=[O:30]. (4) Given the reactants [I:1][CH3:2].[CH2:3]([N:10]1[CH2:15][CH2:14][C:13](=[O:16])[CH2:12][CH2:11]1)[C:4]1[CH:9]=[CH:8][CH:7]=[CH:6][CH:5]=1, predict the reaction product. The product is: [I-:1].[CH2:3]([N+:10]1([CH3:2])[CH2:15][CH2:14][C:13](=[O:16])[CH2:12][CH2:11]1)[C:4]1[CH:5]=[CH:6][CH:7]=[CH:8][CH:9]=1. (5) Given the reactants CC1(C)COB([C:8]2[CH:9]=[CH:10][C:11]([F:23])=[C:12]([C:14]3[C:15]([C:21]#[N:22])=[CH:16][C:17]([F:20])=[CH:18][CH:19]=3)[CH:13]=2)OC1.Br[C:26]1[N:30]2[N:31]=[CH:32][C:33]([C:35]([F:38])([CH3:37])[CH3:36])=[N:34][C:29]2=[N:28][CH:27]=1.CCOC(C)=O.CCCC(C)C, predict the reaction product. The product is: [F:20][C:17]1[CH:16]=[C:15]([C:21]#[N:22])[C:14]([C:12]2[CH:13]=[C:8]([C:26]3[N:30]4[N:31]=[CH:32][C:33]([C:35]([F:38])([CH3:36])[CH3:37])=[N:34][C:29]4=[N:28][CH:27]=3)[CH:9]=[CH:10][C:11]=2[F:23])=[CH:19][CH:18]=1. (6) Given the reactants [Cl:1][C:2]1C=C[C:5](C)=[C:6](N2CCN(C/C=C\CN)CC2)[CH:7]=1.[K].[C:21]1(=[O:31])[NH:25][C:24](=[O:26])[C:23]2=[CH:27][CH:28]=[CH:29][CH:30]=[C:22]12, predict the reaction product. The product is: [Cl:1][CH2:2]/[CH:7]=[CH:6]\[CH2:5][N:25]1[C:21](=[O:31])[C:22]2=[CH:30][CH:29]=[CH:28][CH:27]=[C:23]2[C:24]1=[O:26]. (7) Given the reactants [OH:1][CH2:2][C:3]1[NH:4][CH:5]=[CH:6][N:7]=1.N1C=CN=C1.[Si:13](Cl)([C:26]([CH3:29])([CH3:28])[CH3:27])([C:20]1[CH:25]=[CH:24][CH:23]=[CH:22][CH:21]=1)[C:14]1[CH:19]=[CH:18][CH:17]=[CH:16][CH:15]=1, predict the reaction product. The product is: [Si:13]([O:1][CH2:2][C:3]1[NH:4][CH:5]=[CH:6][N:7]=1)([C:26]([CH3:29])([CH3:28])[CH3:27])([C:20]1[CH:21]=[CH:22][CH:23]=[CH:24][CH:25]=1)[C:14]1[CH:19]=[CH:18][CH:17]=[CH:16][CH:15]=1.